The task is: Predict the reaction yield, written as a fraction of the theoretical maximum amount of product (1.0 means a 100% yield; for example, 0.34 means a 34% yield).. This data is from Reaction yield outcomes from USPTO patents with 853,638 reactions. (1) The reactants are [NH2:1][C:2]1[C:3]([C:8]([NH:10][C:11]2[CH:16]=[CH:15][C:14]([Cl:17])=[CH:13][N:12]=2)=[O:9])=[N:4][CH:5]=[CH:6][CH:7]=1.C(OC([N:25]1[CH2:30][CH2:29][CH:28]([O:31][C:32]2[CH:40]=[C:39]([C:41]([CH3:44])([CH3:43])[CH3:42])[CH:38]=[CH:37][C:33]=2[C:34](O)=[O:35])[CH2:27][CH2:26]1)=O)(C)(C)C.[F:45][C:46]([F:51])([F:50])[C:47]([O-:49])=[O:48]. No catalyst specified. The product is [F:45][C:46]([F:51])([F:50])[C:47]([OH:49])=[O:48].[C:41]([C:39]1[CH:38]=[CH:37][C:33]([C:34]([NH:1][C:2]2[C:3]([C:8]([NH:10][C:11]3[CH:16]=[CH:15][C:14]([Cl:17])=[CH:13][N:12]=3)=[O:9])=[N:4][CH:5]=[CH:6][CH:7]=2)=[O:35])=[C:32]([O:31][CH:28]2[CH2:27][CH2:26][NH:25][CH2:30][CH2:29]2)[CH:40]=1)([CH3:44])([CH3:42])[CH3:43]. The yield is 0.300. (2) The reactants are [CH:1]([C:4]1[CH:9]=[CH:8][CH:7]=[C:6]([CH:10]([CH3:12])[CH3:11])[C:5]=1[N:13]1[C:22](=[O:23])[C:21]2[CH:24]=[C:25](Br)[C:26]3[O:27][C:28]4[C:33]([C:18]5[C:19]=3[C:20]=2[C:15](=[CH:16][C:17]=5[O:35][C:36]2[CH:41]=[CH:40][CH:39]=[CH:38][CH:37]=2)[C:14]1=[O:42])=[CH:32][CH:31]=[CH:30][CH:29]=4)([CH3:3])[CH3:2]. The product is [CH:1]([C:4]1[CH:9]=[CH:8][CH:7]=[C:6]([CH:10]([CH3:12])[CH3:11])[C:5]=1[N:13]1[C:22](=[O:23])[C:21]2[CH:24]=[CH:25][C:26]3[O:27][C:28]4[C:33]([C:18]5[C:19]=3[C:20]=2[C:15](=[CH:16][C:17]=5[O:35][C:36]2[CH:41]=[CH:40][CH:39]=[CH:38][CH:37]=2)[C:14]1=[O:42])=[CH:32][CH:31]=[CH:30][CH:29]=4)([CH3:2])[CH3:3]. The catalyst is C1COCC1.CO.[Pd]. The yield is 0.980.